From a dataset of NCI-60 drug combinations with 297,098 pairs across 59 cell lines. Regression. Given two drug SMILES strings and cell line genomic features, predict the synergy score measuring deviation from expected non-interaction effect. (1) Drug 1: C1=NC2=C(N=C(N=C2N1C3C(C(C(O3)CO)O)O)F)N. Drug 2: C1CC(=O)NC(=O)C1N2C(=O)C3=CC=CC=C3C2=O. Cell line: HCT116. Synergy scores: CSS=-0.961, Synergy_ZIP=-3.95, Synergy_Bliss=0.0956, Synergy_Loewe=-20.2, Synergy_HSA=-3.78. (2) Cell line: OVCAR3. Synergy scores: CSS=0.828, Synergy_ZIP=-1.01, Synergy_Bliss=-2.35, Synergy_Loewe=-8.10, Synergy_HSA=-3.77. Drug 2: C1CN(P(=O)(OC1)NCCCl)CCCl. Drug 1: CN(C)N=NC1=C(NC=N1)C(=O)N. (3) Drug 1: CC1=C2C(C(=O)C3(C(CC4C(C3C(C(C2(C)C)(CC1OC(=O)C(C(C5=CC=CC=C5)NC(=O)OC(C)(C)C)O)O)OC(=O)C6=CC=CC=C6)(CO4)OC(=O)C)OC)C)OC. Drug 2: COCCOC1=C(C=C2C(=C1)C(=NC=N2)NC3=CC=CC(=C3)C#C)OCCOC.Cl. Cell line: SF-539. Synergy scores: CSS=61.8, Synergy_ZIP=13.3, Synergy_Bliss=15.2, Synergy_Loewe=-25.8, Synergy_HSA=15.6. (4) Drug 1: C1C(C(OC1N2C=C(C(=O)NC2=O)F)CO)O. Drug 2: C1CCC(C(C1)N)N.C(=O)(C(=O)[O-])[O-].[Pt+4]. Cell line: SNB-19. Synergy scores: CSS=28.5, Synergy_ZIP=-6.28, Synergy_Bliss=3.15, Synergy_Loewe=-9.81, Synergy_HSA=4.62. (5) Drug 1: CC1=C(C=C(C=C1)NC2=NC=CC(=N2)N(C)C3=CC4=NN(C(=C4C=C3)C)C)S(=O)(=O)N.Cl. Drug 2: C1C(C(OC1N2C=C(C(=O)NC2=O)F)CO)O. Cell line: HOP-92. Synergy scores: CSS=9.64, Synergy_ZIP=-13.6, Synergy_Bliss=-14.3, Synergy_Loewe=-28.0, Synergy_HSA=-12.9. (6) Cell line: SK-OV-3. Synergy scores: CSS=-1.67, Synergy_ZIP=1.19, Synergy_Bliss=1.86, Synergy_Loewe=2.83, Synergy_HSA=-0.552. Drug 2: C(=O)(N)NO. Drug 1: CC1=C(C=C(C=C1)NC2=NC=CC(=N2)N(C)C3=CC4=NN(C(=C4C=C3)C)C)S(=O)(=O)N.Cl. (7) Drug 1: CC1=C(C=C(C=C1)NC(=O)C2=CC=C(C=C2)CN3CCN(CC3)C)NC4=NC=CC(=N4)C5=CN=CC=C5. Drug 2: CN(CCCl)CCCl.Cl. Cell line: NCI-H522. Synergy scores: CSS=32.7, Synergy_ZIP=-6.47, Synergy_Bliss=-3.04, Synergy_Loewe=-6.06, Synergy_HSA=1.92. (8) Drug 1: C1CC(=O)NC(=O)C1N2CC3=C(C2=O)C=CC=C3N. Drug 2: CC1=C(C=C(C=C1)C(=O)NC2=CC(=CC(=C2)C(F)(F)F)N3C=C(N=C3)C)NC4=NC=CC(=N4)C5=CN=CC=C5. Cell line: U251. Synergy scores: CSS=2.69, Synergy_ZIP=-2.24, Synergy_Bliss=-1.83, Synergy_Loewe=-3.84, Synergy_HSA=-3.59. (9) Drug 1: CNC(=O)C1=CC=CC=C1SC2=CC3=C(C=C2)C(=NN3)C=CC4=CC=CC=N4. Drug 2: C1=C(C(=O)NC(=O)N1)N(CCCl)CCCl. Cell line: M14. Synergy scores: CSS=29.6, Synergy_ZIP=5.16, Synergy_Bliss=-1.01, Synergy_Loewe=-4.87, Synergy_HSA=-4.65.